From a dataset of Reaction yield outcomes from USPTO patents with 853,638 reactions. Predict the reaction yield, written as a fraction of the theoretical maximum amount of product (1.0 means a 100% yield; for example, 0.34 means a 34% yield). The reactants are [CH2:1]([S:4][C:5]1[S:6][C:7]([C:17]([NH2:19])=[O:18])=[C:8]2[C:16]=1[C:15]1[NH:14][N:13]=[CH:12][C:11]=1[CH2:10][CH2:9]2)[CH2:2][CH3:3].[H-].[Na+].[CH3:22][S:23](Cl)(=[O:25])=[O:24].C(O)(=O)CC(CC(O)=O)(C(O)=O)O. The catalyst is CN(C=O)C. The product is [CH3:22][S:23]([N:13]1[CH:12]=[C:11]2[C:15]([C:16]3[C:8](=[C:7]([C:17]([NH2:19])=[O:18])[S:6][C:5]=3[S:4][CH2:1][CH2:2][CH3:3])[CH2:9][CH2:10]2)=[N:14]1)(=[O:25])=[O:24]. The yield is 0.410.